This data is from TAP: 5 developability metrics (CDR length, charge patches, hydrophobicity). The task is: Multi-output Regression. Predict 5 antibody developability metrics. (1) The antibody is ["['QVQLVQSGAEVKKPGASVKVSCKASGYTFTSYYMHWVRQAPGQGLEWMGEISPFGGRTNYNEKFKSRVTMTRDTSTSTVYMELSSLRSEDTAVYYCARERPLYASDLWGQGTTVTVSS'\\n 'DIQMTQSPSSLSASVGDRVTITCRASQGISSALAWYQQKPGKAPKLLIYSASYRYTGVPSRFSGSGSGTDFTFTISSLQPEDIATYYCQQRYSLWRTFGQGTKLEIK']"]. Developability metrics: CDR_Length=45.0, PSH=110, PPC=0.566, PNC=0.0562, SFvCSP=36.0. (2) The antibody is ["['QVQLVESGGGVVQPGRSLRLSCAASGFKFSGYGMHWVRQAPGKGLEWVAVIWYDGSKKYYVDSVKGRFTISRDNSKNTLYLQMNSLRAEDTAVYYCARQMGYWHFDLWGRGTLVTVSS'\\n 'EIVLTQSPATLSLSPGERATLSCRASQSVSSYLAWYQQKPGQAPRLLIYDASNRATGIPARFSGSGSGTDFTLTISSLEPEDFAVYYCQQRSNWPPLTFGGGTKVEIK']"]. Developability metrics: CDR_Length=46.0, PSH=98.7, PPC=1.21, PNC=0, SFvCSP=12.0. (3) The antibody is ["['QVQLVESGGGVVQPGRSLRLSCAASGFTFSSYDMSWVRQAPGKGLEWVAKVSSGGGSTYYLDTVQGRFTISRDNSKNTLYLQMNSLRAEDTAVYYCARHLHGSFASWGQGTTVTVSS'\\n 'EIVLTQSPATLSLSPGERATLSCQASQSISNFLHWYQQRPGQAPRLLIRYRSQSISGIPARFSGSGSGTDFTLTISSLEPEDFAVYYCQQSGSWPLTFGGGTKVEIK']"]. Developability metrics: CDR_Length=44.0, PSH=104, PPC=0.438, PNC=0, SFvCSP=12.6. (4) The antibody is ["['QVQLVQSGAEVKKPGASVKVSCKASGYIFSNYWIQWVRQAPGQGLEWMGEILPGSGSTEYTENFKDRVTMTRDTSTSTVYMELSSLRSEDTAVYYCARYFFGSSPNWYFDVWGQGTLVTVSS'\\n 'DIQMTQSPSSLSASVGDRVTITCGASENIYGALNWYQQKPGKAPKLLIYGATNLADGVPSRFSGSGSGTDFTLTISSLQPEDFATYYCQNVLNTPLTFGQGTKVEIK']"]. Developability metrics: CDR_Length=49.0, PSH=129, PPC=0, PNC=0.421, SFvCSP=0. (5) The antibody is ["['QVQLKESGPDLVAPSQSLSITCTVSGFSLSKFGVNWVRQPPGKGLEWLGVIWGDGSTSYNSGLISRLSISKENSKSQVFLKLNSLQADDTATYYCVKPGGDYWGHGTSVTVSS'\\n 'QVVLTQSPVIMSASPGEKVTMTCSASSSISYMYWYQQKPGTSPKRWIYDTSKLASGVPARFSGSGSGTSYSLTISNMEAGDAATYYCHQRDSYPWTFGGGTNLEIK']"]. Developability metrics: CDR_Length=39.0, PSH=110, PPC=0.313, PNC=0, SFvCSP=9.30.